Dataset: Full USPTO retrosynthesis dataset with 1.9M reactions from patents (1976-2016). Task: Predict the reactants needed to synthesize the given product. (1) Given the product [CH3:18][O:19][C:20]1[CH:21]=[C:22](/[CH:23]=[CH:9]/[C:10]([OH:12])=[O:11])[CH:25]=[CH:26][C:27]=1[N:28]1[CH:32]=[C:31]([CH3:33])[N:30]=[CH:29]1, predict the reactants needed to synthesize it. The reactants are: C(OP([CH2:9][C:10]([O:12]CC)=[O:11])(OCC)=O)C.O.[OH-].[Li+].[CH3:18][O:19][C:20]1[CH:21]=[C:22]([CH:25]=[CH:26][C:27]=1[N:28]1[CH:32]=[C:31]([CH3:33])[N:30]=[CH:29]1)[CH:23]=O.[OH-].[Na+].Cl. (2) Given the product [I-:1].[O:7]([C:8]1[CH:13]=[CH:12][C:11]([C:14]2[N:15]=[C:16]([NH3+:19])[S:17][CH:18]=2)=[CH:10][CH:9]=1)[C:6]1[CH:5]=[CH:4][CH:3]=[CH:21][CH:20]=1, predict the reactants needed to synthesize it. The reactants are: [I-:1].Cl[C:3]1[CH:21]=[CH:20][C:6]([O:7][C:8]2[CH:13]=[CH:12][C:11]([C:14]3[N:15]=[C:16]([NH3+:19])[S:17][CH:18]=3)=[CH:10][CH:9]=2)=[CH:5][CH:4]=1.[I-].ClC1C=C(C=CC=1Cl)OC1C=CC(C2N=C([NH3+])SC=2)=CC=1.[I-].COC1C=CC(OC2C=CC(C3N=C([NH3+])SC=3)=CC=2)=CC=1.[I-].S1C=CN=C1[NH3+].[I-].C1(C2C=CC=CC=2)C=CC(OC2C=CC(C3N=C([NH3+])SC=3)=CC=2)=CC=1.[I-].O(C1C=CC(OC2C=CC(C3N=C([NH3+])SC=3)=CC=2)=CC=1)C1C=CC=CC=1.[I-].C1(SC2C=CC(C3N=C([NH3+])SC=3)=CC=2)C=CC=CC=1.[I-].C1(C)C=CC(SC2C=CC(C3N=C([NH3+])SC=3)=CC=2)=CC=1. (3) Given the product [Br:1][C:2]1[CH:3]=[C:4]([CH:7]=[C:8]([O:14][CH2:13][C:12]([F:16])([F:15])[F:11])[CH:9]=1)[C:5]#[N:6], predict the reactants needed to synthesize it. The reactants are: [Br:1][C:2]1[CH:3]=[C:4]([CH:7]=[C:8](F)[CH:9]=1)[C:5]#[N:6].[F:11][C:12]([F:16])([F:15])[CH2:13][OH:14].C[Si]([N-][Si](C)(C)C)(C)C.[Na+]. (4) Given the product [CH2:21]([O:14][C:3]1[CH:4]=[C:5]([NH:8][C:9]2[S:10][CH:11]=[CH:12][N:13]=2)[CH:6]=[CH:7][C:2]=1[Cl:1])[C:22]1[CH:27]=[CH:26][CH:25]=[CH:24][CH:23]=1, predict the reactants needed to synthesize it. The reactants are: [Cl:1][C:2]1[CH:7]=[CH:6][C:5]([NH:8][C:9]2[S:10][CH:11]=[CH:12][N:13]=2)=[CH:4][C:3]=1[OH:14].C([O-])([O-])=O.[Cs+].[Cs+].[CH2:21](Br)[C:22]1[CH:27]=[CH:26][CH:25]=[CH:24][CH:23]=1. (5) Given the product [CH3:13][C:6]1[C:5]2[C:10](=[CH:11][C:2]([NH:1][C:15]3[CH:20]=[CH:19][CH:18]=[C:17]([N:21]4[CH:25]=[CH:24][CH:23]=[N:22]4)[N:16]=3)=[CH:3][CH:4]=2)[O:9][C:8](=[O:12])[CH:7]=1, predict the reactants needed to synthesize it. The reactants are: [NH2:1][C:2]1[CH:11]=[C:10]2[C:5]([C:6]([CH3:13])=[CH:7][C:8](=[O:12])[O:9]2)=[CH:4][CH:3]=1.F[C:15]1[CH:20]=[CH:19][CH:18]=[C:17]([N:21]2[CH:25]=[CH:24][CH:23]=[N:22]2)[N:16]=1. (6) Given the product [CH3:3][C:4]1[CH:5]=[C:6]([CH:21]([OH:38])[CH:22]([N:24]2[CH2:25][CH2:26][C:27]([C:31]3[CH:36]=[CH:35][C:34]([F:37])=[CH:33][CH:32]=3)([OH:30])[CH2:28][CH2:29]2)[CH3:23])[CH:7]=[CH:8][C:9]=1[O:10][Si:11]([CH:18]([CH3:19])[CH3:20])([CH:15]([CH3:16])[CH3:17])[CH:12]([CH3:13])[CH3:14], predict the reactants needed to synthesize it. The reactants are: [BH4-].[Na+].[CH3:3][C:4]1[CH:5]=[C:6]([C:21](=[O:38])[CH:22]([N:24]2[CH2:29][CH2:28][C:27]([C:31]3[CH:36]=[CH:35][C:34]([F:37])=[CH:33][CH:32]=3)([OH:30])[CH2:26][CH2:25]2)[CH3:23])[CH:7]=[CH:8][C:9]=1[O:10][Si:11]([CH:18]([CH3:20])[CH3:19])([CH:15]([CH3:17])[CH3:16])[CH:12]([CH3:14])[CH3:13]. (7) Given the product [OH:8][CH2:9][CH2:10][CH2:11][CH2:12][CH2:13][CH2:14][CH2:15][CH2:16][CH:17]1[C:26]2[C:21](=[CH:22][C:23]([O:27][CH3:28])=[CH:24][CH:25]=2)[S:20][CH2:19][C:18]1([C:30]1[CH:35]=[CH:34][C:33]([O:36][CH3:37])=[CH:32][CH:31]=1)[CH3:29], predict the reactants needed to synthesize it. The reactants are: [Si]([O:8][CH2:9][CH2:10][CH2:11][CH2:12][CH2:13][CH2:14][CH2:15][CH2:16][CH:17]1[C:26]2[C:21](=[CH:22][C:23]([O:27][CH3:28])=[CH:24][CH:25]=2)[S:20][CH2:19][C:18]1([C:30]1[CH:35]=[CH:34][C:33]([O:36][CH3:37])=[CH:32][CH:31]=1)[CH3:29])(C(C)(C)C)(C)C.[F-].C([N+](CCCC)(CCCC)CCCC)CCC. (8) Given the product [OH:4][CH2:3][CH2:2][N:1]([CH2:5][CH2:6][OH:7])[S:16]([C:14]1[S:15][C:11]([Cl:10])=[C:12]([N+:20]([O-:22])=[O:21])[CH:13]=1)(=[O:18])=[O:17], predict the reactants needed to synthesize it. The reactants are: [NH:1]([CH2:5][CH2:6][OH:7])[CH2:2][CH2:3][OH:4].[O-2].[Mg+2].[Cl:10][C:11]1[S:15][C:14]([S:16](Cl)(=[O:18])=[O:17])=[CH:13][C:12]=1[N+:20]([O-:22])=[O:21]. (9) Given the product [CH2:31]([O:30][C:28](=[O:29])[C:27]([CH3:34])([CH3:33])[CH2:26][C:25]1[NH:17][C:14]2[C:15]([C:24]=1[S:23][C:19]([CH3:22])([CH3:21])[CH3:20])=[CH:16][C:11]([O:10][CH2:9][C:4]1[CH:5]=[CH:6][CH:7]=[CH:8][N:3]=1)=[CH:12][CH:13]=2)[CH3:32], predict the reactants needed to synthesize it. The reactants are: Cl.Cl.[N:3]1[CH:8]=[CH:7][CH:6]=[CH:5][C:4]=1[CH2:9][O:10][C:11]1[CH:16]=[CH:15][C:14]([NH:17]N)=[CH:13][CH:12]=1.[C:19]([S:23][CH2:24][C:25](=O)[CH2:26][C:27]([CH3:34])([CH3:33])[C:28]([O:30][CH2:31][CH3:32])=[O:29])([CH3:22])([CH3:21])[CH3:20].C([O-])(=O)C.[Na+].C(=O)([O-])[O-].[Na+].[Na+].